Dataset: TCR-epitope binding with 47,182 pairs between 192 epitopes and 23,139 TCRs. Task: Binary Classification. Given a T-cell receptor sequence (or CDR3 region) and an epitope sequence, predict whether binding occurs between them. (1) The epitope is ITEEVGHTDLMAAY. The TCR CDR3 sequence is CASSLVVGPYEQYF. Result: 1 (the TCR binds to the epitope). (2) The TCR CDR3 sequence is CASSQGTGRLSDYGYTF. Result: 0 (the TCR does not bind to the epitope). The epitope is FLKEKGGL. (3) The epitope is HLVDFQVTI. The TCR CDR3 sequence is CASSQGTNTGELFF. Result: 1 (the TCR binds to the epitope).